This data is from Full USPTO retrosynthesis dataset with 1.9M reactions from patents (1976-2016). The task is: Predict the reactants needed to synthesize the given product. Given the product [CH2:1]([O:8][C:9]1[C:18]2[C:13](=[C:14]([CH:31]=[O:32])[CH:15]=[C:16]([CH:19]([CH2:21][CH3:22])[CH3:20])[CH:17]=2)[N:12]=[C:11]([CH3:24])[C:10]=1[CH3:25])[C:2]1[CH:7]=[CH:6][CH:5]=[CH:4][CH:3]=1, predict the reactants needed to synthesize it. The reactants are: [CH2:1]([O:8][C:9]1[C:18]2[C:13](=[C:14](Br)[CH:15]=[C:16]([CH:19]([CH2:21][CH3:22])[CH3:20])[CH:17]=2)[N:12]=[C:11]([CH3:24])[C:10]=1[CH3:25])[C:2]1[CH:7]=[CH:6][CH:5]=[CH:4][CH:3]=1.C([Li])CCC.[CH:31](OC)=[O:32].O.